From a dataset of Catalyst prediction with 721,799 reactions and 888 catalyst types from USPTO. Predict which catalyst facilitates the given reaction. (1) Reactant: Br[CH2:2][C:3]1[N:4]=[CH:5][C:6]([NH:9][C:10](=[O:16])[O:11][C:12]([CH3:15])([CH3:14])[CH3:13])=[N:7][CH:8]=1.[CH2:17]([O:19][P:20](OCC)([O:22][CH2:23][CH3:24])=[O:21])[CH3:18]. Product: [CH2:17]([O:19][P:20]([CH2:2][C:3]1[N:4]=[CH:5][C:6]([NH:9][C:10](=[O:16])[O:11][C:12]([CH3:15])([CH3:14])[CH3:13])=[N:7][CH:8]=1)([O:22][CH2:23][CH3:24])=[O:21])[CH3:18]. The catalyst class is: 11. (2) Reactant: [N:1]1[CH:2]=[CH:3][N:4]2[CH:9]=[C:8]([CH2:10][C:11]3[N:15]4[N:16]=[C:17]([C:20]5[CH:21]=[N:22][N:23]([CH3:25])[CH:24]=5)[CH:18]=[CH:19][C:14]4=[N:13][CH:12]=3)[CH:7]=[CH:6][C:5]=12.[Cl:26]N1C(=O)CCC1=O. Product: [Cl:26][C:3]1[N:4]2[CH:9]=[C:8]([CH2:10][C:11]3[N:15]4[N:16]=[C:17]([C:20]5[CH:21]=[N:22][N:23]([CH3:25])[CH:24]=5)[CH:18]=[CH:19][C:14]4=[N:13][CH:12]=3)[CH:7]=[CH:6][C:5]2=[N:1][CH:2]=1. The catalyst class is: 2. (3) Reactant: Br[CH2:2][CH:3]1[CH2:7][CH2:6][CH:5]([CH2:8][CH2:9][C:10]2[CH:15]=[C:14]([F:16])[CH:13]=[CH:12][C:11]=2[O:17][CH3:18])[O:4]1.[Na+].[I-].[C-:21]#[N:22].[K+].[Na].C([O-])(O)=O.[Na+].O. Product: [C:21]([CH2:2][CH:3]1[CH2:7][CH2:6][CH:5]([CH2:8][CH2:9][C:10]2[CH:15]=[C:14]([F:16])[CH:13]=[CH:12][C:11]=2[O:17][CH3:18])[O:4]1)#[N:22]. The catalyst class is: 16.